From a dataset of Forward reaction prediction with 1.9M reactions from USPTO patents (1976-2016). Predict the product of the given reaction. Given the reactants O=P(Cl)(Cl)Cl.N1C=CC=CC=1.[CH2:12]([C:14]1[O:18][C:17]([C:19]([NH2:21])=O)=[CH:16][CH:15]=1)[CH3:13].Cl, predict the reaction product. The product is: [CH2:12]([C:14]1[O:18][C:17]([C:19]#[N:21])=[CH:16][CH:15]=1)[CH3:13].